From a dataset of Reaction yield outcomes from USPTO patents with 853,638 reactions. Predict the reaction yield, written as a fraction of the theoretical maximum amount of product (1.0 means a 100% yield; for example, 0.34 means a 34% yield). (1) The reactants are Cl.[CH3:2][C@H:3]1[C:11]2[C:10]([N:12]3[C:25]4[C:20](=[C:21]([C@H:26]5[CH2:30][CH2:29][CH2:28][N:27]5C(OC(C)(C)C)=O)[CH:22]=[CH:23][CH:24]=4)[C:14]4([CH2:19][CH2:18][NH:17][CH2:16][CH2:15]4)[CH2:13]3)=[N:9][CH:8]=[N:7][C:6]=2[CH2:5][CH2:4]1. The catalyst is O1CCOCC1.C(Cl)Cl. The product is [CH3:2][C@H:3]1[C:11]2[C:10]([N:12]3[C:25]4[C:20](=[C:21]([C@H:26]5[CH2:30][CH2:29][CH2:28][NH:27]5)[CH:22]=[CH:23][CH:24]=4)[C:14]4([CH2:15][CH2:16][NH:17][CH2:18][CH2:19]4)[CH2:13]3)=[N:9][CH:8]=[N:7][C:6]=2[CH2:5][CH2:4]1. The yield is 0.470. (2) The reactants are [NH2:1][C:2]1[S:3][C:4]([C:8]([O:10][CH2:11]C)=[O:9])=[C:5](C)[N:6]=1.NC1SC(C(OC)=O)=CN=1.Cl[CH2:24][CH2:25][N:26]=[C:27]=[O:28]. No catalyst specified. The product is [O:28]=[C:27]1[NH:26][CH2:25][CH2:24][N:1]1[C:2]1[S:3][C:4]([C:8]([O:10][CH3:11])=[O:9])=[CH:5][N:6]=1. The yield is 0.440.